Predict the reaction yield, written as a fraction of the theoretical maximum amount of product (1.0 means a 100% yield; for example, 0.34 means a 34% yield). From a dataset of Reaction yield outcomes from USPTO patents with 853,638 reactions. (1) The reactants are Br[C:2]1[CH:7]=[C:6]([F:8])[CH:5]=[CH:4][C:3]=1[N+:9]([O-:11])=[O:10].[F:12][C:13]1[CH:18]=[CH:17][CH:16]=[CH:15][C:14]=1B(O)O.C(=O)([O-])[O-].[K+].[K+]. The catalyst is C1C=CC([P]([Pd]([P](C2C=CC=CC=2)(C2C=CC=CC=2)C2C=CC=CC=2)([P](C2C=CC=CC=2)(C2C=CC=CC=2)C2C=CC=CC=2)[P](C2C=CC=CC=2)(C2C=CC=CC=2)C2C=CC=CC=2)(C2C=CC=CC=2)C2C=CC=CC=2)=CC=1.CN(C)C(=O)C. The product is [F:12][C:13]1[CH:18]=[CH:17][CH:16]=[CH:15][C:14]=1[C:2]1[CH:7]=[C:6]([F:8])[CH:5]=[CH:4][C:3]=1[N+:9]([O-:11])=[O:10]. The yield is 0.940. (2) The reactants are C[O:2][C:3](=O)[C@H:4]([NH:15][S:16]([C:19]1[CH:24]=[C:23]([Br:25])[CH:22]=[CH:21][C:20]=1[O:26][CH3:27])(=[O:18])=[O:17])[CH2:5][C:6]1[C:14]2[C:9](=[CH:10][CH:11]=[CH:12][CH:13]=2)[NH:8][CH:7]=1.[BH4-].[Li+]. The catalyst is C1COCC1. The product is [Br:25][C:23]1[CH:22]=[CH:21][C:20]([O:26][CH3:27])=[C:19]([S:16]([NH:15][C@H:4]([CH2:5][C:6]2[C:14]3[C:9](=[CH:10][CH:11]=[CH:12][CH:13]=3)[NH:8][CH:7]=2)[CH2:3][OH:2])(=[O:17])=[O:18])[CH:24]=1. The yield is 0.300. (3) The reactants are [CH:1]([C:3]1[CH:8]=[CH:7][C:6]([O:9][C:10]2[CH:15]=[CH:14][CH:13]=[C:12]([CH3:16])[N:11]=2)=[CH:5][CH:4]=1)=[CH2:2].B1C2CCCC1CCC2.C1C[O:29]CC1. No catalyst specified. The product is [CH3:16][C:12]1[N:11]=[C:10]([O:9][C:6]2[CH:5]=[CH:4][C:3]([CH2:1][CH2:2][OH:29])=[CH:8][CH:7]=2)[CH:15]=[CH:14][CH:13]=1. The yield is 1.28. (4) The reactants are Br[C:2]1[CH:3]=[C:4]([N:9]([S:14]([CH3:17])(=[O:16])=[O:15])S(C)(=O)=O)[C:5]([Cl:8])=[N:6][CH:7]=1.CC1(C)C2C(=C(P(C3C=CC=CC=3)C3C=CC=CC=3)C=CC=2)OC2C(P(C3C=CC=CC=3)C3C=CC=CC=3)=CC=CC1=2.CC([O-])(C)C.[Na+].[C:66]1([C:72]([C:74]2[CH:79]=[CH:78][CH:77]=[CH:76][CH:75]=2)=[NH:73])[CH:71]=[CH:70][CH:69]=[CH:68][CH:67]=1. The catalyst is CN(C=O)C.C1C=CC(/C=C/C(/C=C/C2C=CC=CC=2)=O)=CC=1.C1C=CC(/C=C/C(/C=C/C2C=CC=CC=2)=O)=CC=1.C1C=CC(/C=C/C(/C=C/C2C=CC=CC=2)=O)=CC=1.[Pd].[Pd]. The product is [Cl:8][C:5]1[C:4]([NH:9][S:14]([CH3:17])(=[O:16])=[O:15])=[CH:3][C:2]([N:73]=[C:72]([C:66]2[CH:71]=[CH:70][CH:69]=[CH:68][CH:67]=2)[C:74]2[CH:79]=[CH:78][CH:77]=[CH:76][CH:75]=2)=[CH:7][N:6]=1. The yield is 0.770.